This data is from Peptide-MHC class I binding affinity with 185,985 pairs from IEDB/IMGT. The task is: Regression. Given a peptide amino acid sequence and an MHC pseudo amino acid sequence, predict their binding affinity value. This is MHC class I binding data. The peptide sequence is YTLELKNPRD. The MHC is Mamu-A01 with pseudo-sequence Mamu-A01. The binding affinity (normalized) is 0.335.